The task is: Regression. Given two drug SMILES strings and cell line genomic features, predict the synergy score measuring deviation from expected non-interaction effect.. This data is from NCI-60 drug combinations with 297,098 pairs across 59 cell lines. Drug 1: CNC(=O)C1=CC=CC=C1SC2=CC3=C(C=C2)C(=NN3)C=CC4=CC=CC=N4. Drug 2: C1CCN(CC1)CCOC2=CC=C(C=C2)C(=O)C3=C(SC4=C3C=CC(=C4)O)C5=CC=C(C=C5)O. Cell line: OVCAR-5. Synergy scores: CSS=8.33, Synergy_ZIP=2.47, Synergy_Bliss=7.90, Synergy_Loewe=5.85, Synergy_HSA=6.05.